This data is from Catalyst prediction with 721,799 reactions and 888 catalyst types from USPTO. The task is: Predict which catalyst facilitates the given reaction. (1) Reactant: [CH3:1][O:2][C:3]1[CH:4]=[CH:5][CH:6]=[C:7]2[C:12]=1[N:11]=[C:10]([C:13]1[N:17]3[CH:18]=[CH:19][C:20]([O:22][CH2:23][CH2:24][O:25][CH3:26])=[CH:21][C:16]3=[N:15][CH:14]=1)[CH:9]=[C:8]2[CH:27]=[O:28].[N+:29]([CH2:31]S(C1C=CC(C)=CC=1)(=O)=O)#[C-:30].C([O-])([O-])=O.[K+].[K+]. Product: [CH3:1][O:2][C:3]1[CH:4]=[CH:5][CH:6]=[C:7]2[C:12]=1[N:11]=[C:10]([C:13]1[N:17]3[CH:18]=[CH:19][C:20]([O:22][CH2:23][CH2:24][O:25][CH3:26])=[CH:21][C:16]3=[N:15][CH:14]=1)[CH:9]=[C:8]2[C:27]1[O:28][CH:31]=[N:29][CH:30]=1. The catalyst class is: 5. (2) Reactant: Br[C:2]1[CH:3]=[CH:4][C:5]2[C:6]3[N:15]([CH2:16][CH2:17][CH2:18][O:19][CH:20]([CH3:22])[CH3:21])[C:14]([CH2:23][O:24][CH2:25][CH3:26])=[N:13][C:7]=3[C:8]([NH2:12])=[N:9][C:10]=2[CH:11]=1.[NH:27]1[CH:32]=[CH:31][CH:30]=[CH:29][C:28]1=[O:33].CNCCNC.P([O-])([O-])([O-])=O.[K+].[K+].[K+]. Product: [NH2:12][C:8]1[C:7]2[N:13]=[C:14]([CH2:23][O:24][CH2:25][CH3:26])[N:15]([CH2:16][CH2:17][CH2:18][O:19][CH:20]([CH3:22])[CH3:21])[C:6]=2[C:5]2[CH:4]=[CH:3][C:2]([N:27]3[CH:32]=[CH:31][CH:30]=[CH:29][C:28]3=[O:33])=[CH:11][C:10]=2[N:9]=1. The catalyst class is: 321. (3) Reactant: Br[CH2:2][CH2:3][O:4][C:5]1[C:12]([O:13][CH3:14])=[CH:11][C:8]([CH:9]=[O:10])=[C:7]([N+:15]([O-:17])=[O:16])[CH:6]=1.[C:18]([OH:37])(=[O:36])[CH2:19][CH2:20][CH2:21][CH2:22][CH2:23][CH2:24][CH2:25][CH2:26][CH2:27][CH2:28][CH2:29][CH2:30][CH2:31][CH2:32][CH2:33][CH2:34][CH3:35].C(=O)([O-])[O-].[K+].[K+].[I-].[Na+]. Product: [C:18]([O:37][CH2:2][CH2:3][O:4][C:5]1[CH:6]=[C:7]([N+:15]([O-:17])=[O:16])[C:8]([CH:9]=[O:10])=[CH:11][C:12]=1[O:13][CH3:14])(=[O:36])[CH2:19][CH2:20][CH2:21][CH2:22][CH2:23][CH2:24][CH2:25][CH2:26][CH2:27][CH2:28][CH2:29][CH2:30][CH2:31][CH2:32][CH2:33][CH2:34][CH3:35]. The catalyst class is: 9. (4) Reactant: Cl[C:2]1[C:7]([C:8]([F:11])([F:10])[F:9])=[C:6]([NH:12][CH2:13][C@H:14]2[CH2:16][C@@H:15]2[C:17]2[CH:22]=[CH:21][C:20]([F:23])=[CH:19][CH:18]=2)[CH:5]=[CH:4][N:3]=1.O.[NH2:25][NH2:26]. Product: [F:23][C:20]1[CH:21]=[CH:22][C:17]([C@H:15]2[CH2:16][C@@H:14]2[CH2:13][NH:12][C:6]2[CH:5]=[CH:4][N:3]=[C:2]([NH:25][NH2:26])[C:7]=2[C:8]([F:11])([F:10])[F:9])=[CH:18][CH:19]=1. The catalyst class is: 225. (5) The catalyst class is: 30. Reactant: [OH-].[Li+].[CH2:3]([O:10][CH2:11][C:12]1[O:16][C:15]([C:17]2[CH:22]=[CH:21][CH:20]=[CH:19][CH:18]=2)=[N:14][C:13]=1[C:23]([O:25]CC)=[O:24])[C:4]1[CH:9]=[CH:8][CH:7]=[CH:6][CH:5]=1. Product: [CH2:3]([O:10][CH2:11][C:12]1[O:16][C:15]([C:17]2[CH:22]=[CH:21][CH:20]=[CH:19][CH:18]=2)=[N:14][C:13]=1[C:23]([OH:25])=[O:24])[C:4]1[CH:9]=[CH:8][CH:7]=[CH:6][CH:5]=1.